Dataset: Reaction yield outcomes from USPTO patents with 853,638 reactions. Task: Predict the reaction yield, written as a fraction of the theoretical maximum amount of product (1.0 means a 100% yield; for example, 0.34 means a 34% yield). (1) The reactants are [C:1]([C:5]1[CH:23]=[C:8]2[N:9]=[C:10]([CH3:22])[C:11]([CH:14]([CH2:19][CH2:20][CH3:21])[C:15]([O:17][CH3:18])=[O:16])=[C:12](Cl)[N:7]2[N:6]=1)([CH3:4])([CH3:3])[CH3:2].[O:24]1[C:33]2[C:28](=[CH:29][C:30](B3OC(C)(C)C(C)(C)O3)=[CH:31][CH:32]=2)[CH2:27][CH2:26][CH2:25]1.C(N(C(C)C)CC)(C)C. The catalyst is COCCOC.O. The product is [C:1]([C:5]1[CH:23]=[C:8]2[N:9]=[C:10]([CH3:22])[C:11]([CH:14]([CH2:19][CH2:20][CH3:21])[C:15]([O:17][CH3:18])=[O:16])=[C:12]([C:30]3[CH:29]=[C:28]4[C:33](=[CH:32][CH:31]=3)[O:24][CH2:25][CH2:26][CH2:27]4)[N:7]2[N:6]=1)([CH3:4])([CH3:3])[CH3:2]. The yield is 0.980. (2) The reactants are C(N1CCC(OC2C=CC3N4CCCNC(=O)C4=CC=3C=2)CC1)(C)C.[CH2:26]([O:28][C:29]([C:31]1[NH:32][C:33]2[C:38]([CH:39]=1)=[CH:37][C:36]([O:40][CH:41]1[CH2:46][CH2:45][N:44]([CH:47]([CH3:49])[CH3:48])[CH2:43][CH2:42]1)=[C:35]([Br:50])[CH:34]=2)=[O:30])[CH3:27].[C:51]([O:55][C:56]([N:58]1[CH2:62][C@H:61]([CH3:63])OS1(=O)=O)=[O:57])([CH3:54])([CH3:53])[CH3:52].CC(C)([O-])C.[K+]. No catalyst specified. The product is [CH2:26]([O:28][C:29]([C:31]1[N:32]([C@H:61]([CH3:63])[CH2:62][NH:58][C:56]([O:55][C:51]([CH3:54])([CH3:53])[CH3:52])=[O:57])[C:33]2[C:38]([CH:39]=1)=[CH:37][C:36]([O:40][CH:41]1[CH2:46][CH2:45][N:44]([CH:47]([CH3:49])[CH3:48])[CH2:43][CH2:42]1)=[C:35]([Br:50])[CH:34]=2)=[O:30])[CH3:27]. The yield is 0.530. (3) The reactants are O[C:2]1[C:7]([I:8])=[CH:6][C:5]([N+:9]([O-:11])=[O:10])=[CH:4][N:3]=1.P(Cl)(Cl)([Cl:14])=O. No catalyst specified. The product is [Cl:14][C:2]1[C:7]([I:8])=[CH:6][C:5]([N+:9]([O-:11])=[O:10])=[CH:4][N:3]=1. The yield is 0.944. (4) The reactants are [Br:1][C:2]1[C:14](=[O:15])[N:13]([CH:16]2[CH2:20][CH2:19][CH2:18][CH2:17]2)[C:5]2[N:6]=[C:7](S(C)=O)[N:8]=[CH:9][C:4]=2[C:3]=1[CH3:21].[N:22]1([C:28]2[CH:29]=[CH:30][C:31]([NH2:34])=[N:32][CH:33]=2)[CH2:27][CH2:26][O:25][CH2:24][CH2:23]1. The catalyst is C1(C)C=CC=CC=1.C(OCC)(=O)C. The product is [Br:1][C:2]1[C:14](=[O:15])[N:13]([CH:16]2[CH2:20][CH2:19][CH2:18][CH2:17]2)[C:5]2[N:6]=[C:7]([NH:34][C:31]3[CH:30]=[CH:29][C:28]([N:22]4[CH2:23][CH2:24][O:25][CH2:26][CH2:27]4)=[CH:33][N:32]=3)[N:8]=[CH:9][C:4]=2[C:3]=1[CH3:21]. The yield is 0.267. (5) The reactants are [CH:1]([NH:4]C(C)C)(C)C.C([Li])CCC.[F:13][C:14]1[CH:19]=[C:18](I)[CH:17]=[CH:16][C:15]=1[CH2:21][C:22]([O:24][CH3:25])=[O:23].[CH3:56][O:55][C:52]1[CH:51]=[CH:50][C:49]([N:48]2[C:44]([C:42](O[C:42]([C:44]3[N:48]([C:49]4[CH:54]=[CH:53][C:52]([O:55][CH3:56])=[CH:51][CH:50]=4)[N:47]=[C:46]([C:57]([F:60])([F:59])[F:58])[CH:45]=3)=[O:43])=[O:43])=[CH:45][C:46]([C:57]([F:60])([F:59])[F:58])=[N:47]2)=[CH:54][CH:53]=1.Cl.[O:66]1[CH2:70][CH2:69][CH2:68][CH2:67]1. The catalyst is CN(C)P(N(C)C)(N(C)C)=O. The product is [F:13][C:14]1[CH:19]=[C:18]([N:4]2[CH:1]=[CH:70][CH:69]=[CH:68][C:67]2=[O:66])[CH:17]=[CH:16][C:15]=1[CH:21]([C:42]([C:44]1[N:48]([C:49]2[CH:50]=[CH:51][C:52]([O:55][CH3:56])=[CH:53][CH:54]=2)[N:47]=[C:46]([C:57]([F:58])([F:60])[F:59])[CH:45]=1)=[O:43])[C:22]([O:24][CH3:25])=[O:23]. The yield is 0.490.